Dataset: Forward reaction prediction with 1.9M reactions from USPTO patents (1976-2016). Task: Predict the product of the given reaction. (1) Given the reactants CC(O)C.[Cl:5][C:6]1[N:11]=[C:10](Cl)[C:9]([Cl:13])=[CH:8][N:7]=1.[C:14]1([C@@H:20]([CH2:22][OH:23])[NH2:21])[CH:19]=[CH:18][CH:17]=[CH:16][CH:15]=1.CCN(C(C)C)C(C)C, predict the reaction product. The product is: [Cl:5][C:6]1[N:11]=[C:10]([NH:21][C@@H:20]([C:14]2[CH:19]=[CH:18][CH:17]=[CH:16][CH:15]=2)[CH2:22][OH:23])[C:9]([Cl:13])=[CH:8][N:7]=1. (2) The product is: [CH3:28][C:29]1[CH:37]=[C:36]([CH3:38])[CH:35]=[C:34]2[C:30]=1[CH:31]([CH2:40][C:41]([NH:2][C@H:3]([C:12]1[C:17]([C:18]3[CH:19]=[CH:20][C:21]([F:27])=[C:22]([CH:26]=3)[C:23]([NH2:25])=[O:24])=[CH:16][CH:15]=[CH:14][N:13]=1)[CH2:4][C:5]1[CH:10]=[CH:9][CH:8]=[C:7]([F:11])[CH:6]=1)=[O:42])[C:32](=[O:39])[NH:33]2. Given the reactants Cl.[NH2:2][C@H:3]([C:12]1[C:17]([C:18]2[CH:19]=[CH:20][C:21]([F:27])=[C:22]([CH:26]=2)[C:23]([NH2:25])=[O:24])=[CH:16][CH:15]=[CH:14][N:13]=1)[CH2:4][C:5]1[CH:10]=[CH:9][CH:8]=[C:7]([F:11])[CH:6]=1.[CH3:28][C:29]1[CH:37]=[C:36]([CH3:38])[CH:35]=[C:34]2[C:30]=1[CH:31]([CH2:40][C:41](O)=[O:42])[C:32](=[O:39])[NH:33]2.CN(C(ON1N=NC2C=CC=NC1=2)=[N+](C)C)C.F[P-](F)(F)(F)(F)F.C(N(C(C)C)CC)(C)C, predict the reaction product. (3) Given the reactants [CH3:1][N:2]([CH2:4][C:5]1[CH:6]=[CH:7][C:8]([O:42][CH3:43])=[C:9]([NH:11][C:12]([C@H:14]([NH:26][C:27]([N:29]2[CH2:34][CH2:33][N:32](C(OC(C)(C)C)=O)[CH2:31][CH2:30]2)=[O:28])[C@H:15]([C:17]2[C:25]3[C:20](=[CH:21][CH:22]=[CH:23][CH:24]=3)[NH:19][CH:18]=2)[CH3:16])=[O:13])[CH:10]=1)[CH3:3].[ClH:44].C(OCC)(=O)C, predict the reaction product. The product is: [ClH:44].[ClH:44].[CH3:1][N:2]([CH2:4][C:5]1[CH:6]=[CH:7][C:8]([O:42][CH3:43])=[C:9]([NH:11][C:12]([C@H:14]([NH:26][C:27]([N:29]2[CH2:34][CH2:33][NH:32][CH2:31][CH2:30]2)=[O:28])[C@H:15]([C:17]2[C:25]3[C:20](=[CH:21][CH:22]=[CH:23][CH:24]=3)[NH:19][CH:18]=2)[CH3:16])=[O:13])[CH:10]=1)[CH3:3].